The task is: Binary Classification. Given a T-cell receptor sequence (or CDR3 region) and an epitope sequence, predict whether binding occurs between them.. This data is from TCR-epitope binding with 47,182 pairs between 192 epitopes and 23,139 TCRs. (1) The epitope is NEGVKAAW. The TCR CDR3 sequence is CASSEEGPGTGLSQPQHF. Result: 0 (the TCR does not bind to the epitope). (2) The epitope is IVTDFSVIK. The TCR CDR3 sequence is CASSGGITGEETQYF. Result: 1 (the TCR binds to the epitope). (3) The epitope is EEHVQIHTI. The TCR CDR3 sequence is CASRVQGGGEQFF. Result: 1 (the TCR binds to the epitope).